This data is from Forward reaction prediction with 1.9M reactions from USPTO patents (1976-2016). The task is: Predict the product of the given reaction. (1) Given the reactants [Br:1][C:2]1[CH:8]=[C:7]([O:9][CH3:10])[CH:6]=[CH:5][C:3]=1[NH2:4].[C:11]([C:17]([O:19][CH3:20])=[O:18])#[C:12][C:13]([O:15][CH3:16])=[O:14].C(O)C, predict the reaction product. The product is: [CH3:16][O:15][C:13](=[O:14])[C:12]([NH:4][C:3]1[CH:5]=[CH:6][C:7]([O:9][CH3:10])=[CH:8][C:2]=1[Br:1])=[CH:11][C:17]([O:19][CH3:20])=[O:18]. (2) The product is: [C:23]([N:1]1[CH:2]([C:7]([OH:9])=[O:8])[CH2:3][C:4](=[O:6])[NH:5][CH:10]1[CH2:11][CH2:12][CH2:13][CH2:14][CH2:15][CH2:16][CH2:17][CH2:18][CH2:19][CH2:20][CH3:21])(=[O:29])[CH2:24][CH2:25][CH2:26][CH2:27][CH3:28]. Given the reactants [NH2:1][C@H:2]([C:7]([OH:9])=[O:8])[CH2:3][C:4](=[O:6])[NH2:5].[CH:10](=O)[CH2:11][CH2:12][CH2:13][CH2:14][CH2:15][CH2:16][CH2:17][CH2:18][CH2:19][CH2:20][CH3:21].[C:23](Cl)(=[O:29])[CH2:24][CH2:25][CH2:26][CH2:27][CH3:28], predict the reaction product. (3) Given the reactants [S:1]1[C:5]2[CH:6]=[C:7]([N:10]3[CH2:14][CH2:13][NH:12][C:11]3=[O:15])[CH:8]=[CH:9][C:4]=2[N:3]=[CH:2]1.Br[C:17]1[CH:18]=[N:19][CH:20]=[CH:21][C:22]=1[C:23]([F:26])([F:25])[F:24].N[C@@H]1CCCC[C@H]1N.P([O-])([O-])([O-])=O.[K+].[K+].[K+], predict the reaction product. The product is: [S:1]1[C:5]2[CH:6]=[C:7]([N:10]3[CH2:14][CH2:13][N:12]([C:17]4[CH:18]=[N:19][CH:20]=[CH:21][C:22]=4[C:23]([F:26])([F:25])[F:24])[C:11]3=[O:15])[CH:8]=[CH:9][C:4]=2[N:3]=[CH:2]1. (4) Given the reactants [CH2:1]([N:3]([CH:12]1[CH2:17][CH2:16][N:15]([CH3:18])[CH2:14][CH2:13]1)[C:4]1[CH:9]=[CH:8][CH:7]=[C:6]([NH2:10])[C:5]=1[F:11])[CH3:2].[Cl:19][C:20]1[CH:28]=[C:27]([F:29])[CH:26]=[CH:25][C:21]=1[C:22](Cl)=[O:23], predict the reaction product. The product is: [Cl:19][C:20]1[CH:28]=[C:27]([F:29])[CH:26]=[CH:25][C:21]=1[C:22]([NH:10][C:6]1[CH:7]=[CH:8][CH:9]=[C:4]([N:3]([CH2:1][CH3:2])[CH:12]2[CH2:17][CH2:16][N:15]([CH3:18])[CH2:14][CH2:13]2)[C:5]=1[F:11])=[O:23]. (5) Given the reactants [N:1]1([C:6]2[CH:19]=[CH:18][C:9]([CH2:10][N:11]3[CH2:16][CH2:15][NH:14][CH2:13][C:12]3=[O:17])=[CH:8][CH:7]=2)[CH:5]=[CH:4][N:3]=[CH:2]1.C(N(C(C)C)CC)(C)C.Cl[S:30]([CH2:33][C:34]([O:36][CH3:37])=[O:35])(=[O:32])=[O:31], predict the reaction product. The product is: [N:1]1([C:6]2[CH:19]=[CH:18][C:9]([CH2:10][N:11]3[CH2:16][CH2:15][N:14]([S:30]([CH2:33][C:34]([O:36][CH3:37])=[O:35])(=[O:32])=[O:31])[CH2:13][C:12]3=[O:17])=[CH:8][CH:7]=2)[CH:5]=[CH:4][N:3]=[CH:2]1. (6) Given the reactants [NH2:1][N:2]1[N:11]=[C:10]([N:12]2[CH2:17][CH:16]([CH3:18])[O:15][CH:14]([CH3:19])[CH2:13]2)[C:9]2[C:4](=[CH:5][CH:6]=[CH:7][CH:8]=2)[C:3]1=[O:20].[CH3:21][C:22]([C:28]1[CH:33]=[CH:32][CH:31]=[CH:30][CH:29]=1)([CH3:27])[CH2:23][C:24](O)=[O:25], predict the reaction product. The product is: [CH3:18][CH:16]1[O:15][CH:14]([CH3:19])[CH2:13][N:12]([C:10]2[C:9]3[C:4](=[CH:5][CH:6]=[CH:7][CH:8]=3)[C:3](=[O:20])[N:2]([NH:1][C:24](=[O:25])[CH2:23][C:22]([CH3:21])([C:28]3[CH:33]=[CH:32][CH:31]=[CH:30][CH:29]=3)[CH3:27])[N:11]=2)[CH2:17]1.